From a dataset of Microsomal clearance measurements from AstraZeneca. Regression/Classification. Given a drug SMILES string, predict its absorption, distribution, metabolism, or excretion properties. Task type varies by dataset: regression for continuous measurements (e.g., permeability, clearance, half-life) or binary classification for categorical outcomes (e.g., BBB penetration, CYP inhibition). For this dataset (clearance_microsome_az), we predict log10(clearance) (log10 of the in vitro intrinsic clearance, CLint, in uL/min per mg of human liver microsomal protein, equivalently mL/min/g; values are censored to the assay range of 3 to 150, which is 0.477 to 2.18 on this log10 scale). (1) The drug is Cc1cnc(Nc2ccc(F)cc2Cl)nc1-c1c[nH]c(C(=O)N[C@H](CO)c2cccc(Cl)c2)c1. The log10(clearance) is 1.40. (2) The molecule is Cc1noc(NS(=O)(=O)c2ccc(N)cc2)c1C. The log10(clearance) is 0.480. (3) The log10(clearance) is 0.480. The drug is O=C(O)CSCC(=O)Nc1nc(-c2ccc(F)cc2)cs1. (4) The drug is Cc1ccc(S(=O)(=O)NC(=O)N2CCC(N3CCC(Oc4ccc(Cl)cc4C)CC3)CC2)cc1. The log10(clearance) is 0.780. (5) The molecule is N#Cc1ccc(Cl)cc1O[C@H](CCN)c1ccccc1. The log10(clearance) is 0.600. (6) The drug is O=C(NS(=O)(=O)N1CCC(N2CCC(Oc3ccc(Cl)c(Cl)c3)CC2)CC1)c1ccccc1. The log10(clearance) is 1.08. (7) The molecule is CC[C@H](Nc1ncnc2[nH]cnc12)c1nc2cccc(F)c2c(=O)n1-c1ccccc1. The log10(clearance) is 1.34. (8) The molecule is CC(C)C(=O)Nc1nc(-c2ccccn2)cc2ccccc12. The log10(clearance) is 2.02.